From a dataset of Forward reaction prediction with 1.9M reactions from USPTO patents (1976-2016). Predict the product of the given reaction. Given the reactants BrC=CBr.O1CCN(CCCN)CC1.ClC1C=CC([C@@H:22]2[C@:24]3([C:32]4[C:27](=[CH:28][CH:29]=[CH:30][CH:31]=4)[NH:26][C:25]3=[O:33])[CH2:23]2)=CC=1, predict the reaction product. The product is: [NH:26]1[C:27]2[C:32](=[CH:31][CH:30]=[CH:29][CH:28]=2)[C:24]2([CH2:23][CH2:22]2)[C:25]1=[O:33].